From a dataset of Forward reaction prediction with 1.9M reactions from USPTO patents (1976-2016). Predict the product of the given reaction. (1) Given the reactants [CH3:1][C:2]1[CH:7]=[CH:6][C:5]([N:8](S(CCC)(=O)=O)[S:9]([CH2:12][CH2:13][CH3:14])(=[O:11])=[O:10])=[CH:4][C:3]=1[N+:21]([O-:23])=[O:22].C1COCC1.[OH-].[Na+], predict the reaction product. The product is: [CH3:1][C:2]1[CH:7]=[CH:6][C:5]([NH:8][S:9]([CH2:12][CH2:13][CH3:14])(=[O:11])=[O:10])=[CH:4][C:3]=1[N+:21]([O-:23])=[O:22]. (2) Given the reactants [O:1]1[CH2:6][CH2:5][N:4]([CH2:7][CH2:8][NH:9][C:10]([C:12]2[CH:13]=[C:14]([NH:30][C:31]3[CH:36]=[C:35]([O:37][C:38]4[C:47]5[C:42](=[CH:43][CH:44]=[CH:45][CH:46]=5)[C:41]([NH:48]C(=O)OC(C)(C)C)=[CH:40][CH:39]=4)[CH:34]=[CH:33][N:32]=3)[CH:15]=[C:16]([C:18]#[C:19][Si:20]([CH:27]([CH3:29])[CH3:28])([CH:24]([CH3:26])[CH3:25])[CH:21]([CH3:23])[CH3:22])[CH:17]=2)=[O:11])[CH2:3][CH2:2]1.C(O)(C(F)(F)F)=O, predict the reaction product. The product is: [NH2:48][C:41]1[C:42]2[C:47](=[CH:46][CH:45]=[CH:44][CH:43]=2)[C:38]([O:37][C:35]2[CH:34]=[CH:33][N:32]=[C:31]([NH:30][C:14]3[CH:13]=[C:12]([CH:17]=[C:16]([C:18]#[C:19][Si:20]([CH:27]([CH3:29])[CH3:28])([CH:24]([CH3:26])[CH3:25])[CH:21]([CH3:23])[CH3:22])[CH:15]=3)[C:10]([NH:9][CH2:8][CH2:7][N:4]3[CH2:3][CH2:2][O:1][CH2:6][CH2:5]3)=[O:11])[CH:36]=2)=[CH:39][CH:40]=1. (3) Given the reactants [NH3:1].Cl[C:3]1([C:14]2[C:15]([O:20][CH2:21][CH3:22])=[N:16][CH:17]=[CH:18][CH:19]=2)[C:11]2[C:6](=[CH:7][CH:8]=[C:9]([Cl:12])[CH:10]=2)[NH:5][C:4]1=[O:13].O, predict the reaction product. The product is: [NH2:1][C:3]1([C:14]2[C:15]([O:20][CH2:21][CH3:22])=[N:16][CH:17]=[CH:18][CH:19]=2)[C:11]2[C:6](=[CH:7][CH:8]=[C:9]([Cl:12])[CH:10]=2)[NH:5][C:4]1=[O:13].